The task is: Predict the reaction yield, written as a fraction of the theoretical maximum amount of product (1.0 means a 100% yield; for example, 0.34 means a 34% yield).. This data is from Reaction yield outcomes from USPTO patents with 853,638 reactions. (1) The reactants are [OH:1][C:2]1[CH:7]=[CH:6][C:5]([C:8]2[C:9]([CH2:21][O:22][C:23]([C:25]3[S:26][C:27]([CH3:30])=[CH:28][CH:29]=3)=[O:24])=[C:10]3[C:15](=[CH:16][CH:17]=2)[NH:14][C:13]([CH3:19])([CH3:18])[CH:12]=[C:11]3[CH3:20])=[C:4]([O:31][CH3:32])[CH:3]=1.C(N(CC)CC)C.[C:40](Cl)(=[O:43])[O:41][CH3:42]. The catalyst is C(Cl)Cl. The product is [CH3:32][O:31][C:4]1[CH:3]=[C:2]([O:1][C:40]([O:41][CH3:42])=[O:43])[CH:7]=[CH:6][C:5]=1[C:8]1[C:9]([CH2:21][O:22][C:23]([C:25]2[S:26][C:27]([CH3:30])=[CH:28][CH:29]=2)=[O:24])=[C:10]2[C:15](=[CH:16][CH:17]=1)[NH:14][C:13]([CH3:18])([CH3:19])[CH:12]=[C:11]2[CH3:20]. The yield is 0.790. (2) The reactants are [CH3:1][S:2][C:3]1[S:4][C:5]2[CH:11]=[C:10]([CH2:12][N:13]3[C:17]4[CH:18]=[CH:19][C:20]([C:22]([F:25])([F:24])[F:23])=[CH:21][C:16]=4[N:15]=[CH:14]3)[CH:9]=[CH:8][C:6]=2[N:7]=1.ClC1C=CC=C(C(OO)=[O:34])C=1. The catalyst is C(Cl)Cl.CCOC(C)=O. The product is [CH3:1][S:2]([C:3]1[S:4][C:5]2[CH:11]=[C:10]([CH2:12][N:13]3[C:17]4[CH:18]=[CH:19][C:20]([C:22]([F:25])([F:23])[F:24])=[CH:21][C:16]=4[N:15]=[CH:14]3)[CH:9]=[CH:8][C:6]=2[N:7]=1)=[O:34]. The yield is 0.960. (3) The reactants are Br[C:2]1[CH:3]=[C:4]([C:9]([NH:12][C:13](=[O:23])[O:14][CH:15]2[CH:20]3[CH2:21][CH2:22][N:17]([CH2:18][CH2:19]3)[CH2:16]2)([CH3:11])[CH3:10])[CH:5]=[CH:6][C:7]=1[F:8].[C:24]1(B(O)O)[CH:29]=[CH:28][CH:27]=[CH:26][CH:25]=1. The catalyst is C([O-])(=O)C.[Pd+2].C([O-])(=O)C. The product is [F:8][C:7]1[C:2]([C:24]2[CH:29]=[CH:28][CH:27]=[CH:26][CH:25]=2)=[CH:3][C:4]([C:9]([NH:12][C:13](=[O:23])[O:14][CH:15]2[CH:20]3[CH2:21][CH2:22][N:17]([CH2:18][CH2:19]3)[CH2:16]2)([CH3:11])[CH3:10])=[CH:5][CH:6]=1. The yield is 0.290. (4) The reactants are [CH3:1][C:2]1[CH:3]=[C:4]([CH:9]=[CH:10][C:11]=1[C:12]1[N:13]=[C:14]2[CH:19]=[C:18]([CH3:20])[CH:17]=[CH:16][N:15]2[CH:21]=1)[C:5]([O:7]C)=O.O.[CH3:23][NH2:24]. The catalyst is CCOC(C)=O. The product is [CH3:23][NH:24][C:5](=[O:7])[C:4]1[CH:9]=[CH:10][C:11]([C:12]2[N:13]=[C:14]3[CH:19]=[C:18]([CH3:20])[CH:17]=[CH:16][N:15]3[CH:21]=2)=[C:2]([CH3:1])[CH:3]=1. The yield is 0.750. (5) The reactants are [NH2:1][C:2]1[N:7]=[C:6]([C:8]([O:10][CH2:11][CH3:12])=[CH2:9])[C:5]([C:13]#[N:14])=[C:4]([S:15][CH3:16])[N:3]=1.[N:17]1[CH:22]=[CH:21][CH:20]=[CH:19][C:18]=1[CH2:23]C[S-].[Na+]. The catalyst is O1CCOCC1. The product is [NH2:1][C:2]1[N:7]=[C:6]([C:8]([O:10][CH2:11][CH3:12])=[CH2:9])[C:5]([C:13]#[N:14])=[C:4]([S:15][CH2:16][CH2:23][C:18]2[CH:19]=[CH:20][CH:21]=[CH:22][N:17]=2)[N:3]=1. The yield is 0.0100. (6) The reactants are [CH3:1][C:2]1[CH:3]=[C:4]([CH:7]=[C:8]([CH3:11])[C:9]=1[OH:10])[CH:5]=O.Br[CH2:13][CH2:14][N:15]1C(=O)C2=CC=CC=C2C1=O.C([O-])([O-])=O.[K+].[K+].[Na+].[I-].CCOCC.[NH2:39][C:40]1[CH:48]=[C:47]([O:49][CH3:50])[CH:46]=[C:45]([O:51][CH3:52])[C:41]=1[C:42]([NH2:44])=[O:43].OS([O-])=O.[Na+].CC1C=[CH:61][C:62]([S:65]([OH:68])(=[O:67])=O)=[CH:63]C=1.O. The catalyst is CN(C=O)C.CCOC(C)=O.CC(N(C)C)=O. The product is [CH3:52][O:51][C:45]1[CH:46]=[C:47]([O:49][CH3:50])[CH:48]=[C:40]2[C:41]=1[C:42](=[O:43])[NH:44][C:5]([C:4]1[CH:3]=[C:2]([CH3:1])[C:9]([O:10][CH2:13][CH2:14][NH:15][S:65]([CH:62]([CH3:61])[CH3:63])(=[O:67])=[O:68])=[C:8]([CH3:11])[CH:7]=1)=[N:39]2. The yield is 0.170. (7) The yield is 0.500. The reactants are [F:1][C:2]1[CH:7]=[CH:6][C:5]([N:8]2[C:16]3[C:11](=[CH:12][C:13]([CH:17]=[O:18])=[CH:14][CH:15]=3)[CH:10]=[N:9]2)=[CH:4][CH:3]=1.[CH3:19][O:20][C:21]([O:25][Si](C)(C)C)=[C:22]([CH3:24])[CH3:23]. The product is [F:1][C:2]1[CH:3]=[CH:4][C:5]([N:8]2[C:16]3[C:11](=[CH:12][C:13]([CH:17]([OH:18])[C:22]([CH3:24])([CH3:23])[C:21]([O:20][CH3:19])=[O:25])=[CH:14][CH:15]=3)[CH:10]=[N:9]2)=[CH:6][CH:7]=1. The catalyst is C(Cl)Cl.Cl[Ti](Cl)(Cl)Cl.